This data is from Full USPTO retrosynthesis dataset with 1.9M reactions from patents (1976-2016). The task is: Predict the reactants needed to synthesize the given product. (1) Given the product [C:10]([N:6]1[CH2:7][CH2:8][CH2:9][C@H:5]1[CH2:4][N:1]1[C:26]([S:23]([C:20]2[CH:21]=[CH:22][C:17]([CH3:28])=[CH:18][CH:19]=2)(=[O:25])=[O:24])=[N:27][N:3]=[N:2]1)([O:12][C:13]([CH3:16])([CH3:15])[CH3:14])=[O:11], predict the reactants needed to synthesize it. The reactants are: [N:1]([CH2:4][C@@H:5]1[CH2:9][CH2:8][CH2:7][N:6]1[C:10]([O:12][C:13]([CH3:16])([CH3:15])[CH3:14])=[O:11])=[N+:2]=[N-:3].[C:17]1([CH3:28])[CH:22]=[CH:21][C:20]([S:23]([C:26]#[N:27])(=[O:25])=[O:24])=[CH:19][CH:18]=1. (2) The reactants are: [C:1]1([S:7]([N:10]2[CH2:14][CH:13]([C:15]3[CH:20]=[CH:19][CH:18]=[C:17](Br)[CH:16]=3)[N:12]([CH:22]([CH3:24])[CH3:23])[C:11]2=[O:25])(=[O:9])=[O:8])[CH:6]=[CH:5][CH:4]=[CH:3][CH:2]=1.[CH2:26]([O:28][C:29]1[CH:30]=[CH:31][C:32]([F:38])=[C:33](B(O)O)[CH:34]=1)[CH3:27].C(=O)([O-])[O-].[Na+].[Na+]. Given the product [C:1]1([S:7]([N:10]2[CH2:14][CH:13]([C:15]3[CH:16]=[C:17]([C:31]4[CH:30]=[C:29]([O:28][CH2:26][CH3:27])[CH:34]=[CH:33][C:32]=4[F:38])[CH:18]=[CH:19][CH:20]=3)[N:12]([CH:22]([CH3:24])[CH3:23])[C:11]2=[O:25])(=[O:9])=[O:8])[CH:6]=[CH:5][CH:4]=[CH:3][CH:2]=1, predict the reactants needed to synthesize it. (3) Given the product [N:1]1([C:12]([O:14][C:15]([CH3:18])([CH3:17])[CH3:16])=[O:13])[CH2:6][CH2:5][CH2:4][C@@H:3]([C:7]([O:9][CH2:10][CH3:11])=[O:8])[CH2:2]1, predict the reactants needed to synthesize it. The reactants are: [NH:1]1[CH2:6][CH2:5][CH2:4][C@@H:3]([C:7]([O:9][CH2:10][CH3:11])=[O:8])[CH2:2]1.[C:12](O[C:12]([O:14][C:15]([CH3:18])([CH3:17])[CH3:16])=[O:13])([O:14][C:15]([CH3:18])([CH3:17])[CH3:16])=[O:13]. (4) Given the product [C:32]([O:13][CH2:12][CH:11]([O:14][C:22](=[O:37])[CH2:23][CH2:24][CH2:25][CH2:26][CH2:27][CH2:28][CH2:29][CH2:30][CH2:31][CH2:32][CH2:33][CH2:34][CH3:35])[CH2:10][CH2:9][N:8]([CH2:1][C:2]1[CH:3]=[CH:4][CH:5]=[CH:6][CH:7]=1)[CH2:15][C:16]1[CH:17]=[CH:18][CH:19]=[CH:20][CH:21]=1)(=[O:50])[CH2:31][CH2:30][CH2:29][CH2:28][CH2:27][CH2:26][CH2:25][CH2:24][CH2:23][CH2:22][CH2:46][CH2:45][CH3:44], predict the reactants needed to synthesize it. The reactants are: [CH2:1]([N:8]([CH2:15][C:16]1[CH:21]=[CH:20][CH:19]=[CH:18][CH:17]=1)[CH2:9][CH2:10][CH:11]([OH:14])[CH2:12][OH:13])[C:2]1[CH:7]=[CH:6][CH:5]=[CH:4][CH:3]=1.[C:22]([OH:37])(=O)[CH2:23][CH2:24][CH2:25][CH2:26][CH2:27][CH2:28][CH2:29][CH2:30][CH2:31][CH2:32][CH2:33][CH2:34][CH3:35].Cl.C(N=C=N[CH2:44][CH2:45][CH2:46]N(C)C)C.[OH2:50]. (5) Given the product [Cl:13][C:11]1[CH:12]=[C:7]([CH:2]([C:3]([F:6])([F:5])[F:4])/[CH:43]=[CH:42]/[C:40]2[CH:39]=[CH:38][C:32]([C:33]([O:35][CH2:36][CH3:37])=[O:34])=[C:31]([N+:28]([O-:30])=[O:29])[CH:41]=2)[CH:8]=[C:9]([Cl:15])[C:10]=1[F:14], predict the reactants needed to synthesize it. The reactants are: Br[CH:2]([C:7]1[CH:8]=[C:9]([Cl:15])[C:10]([F:14])=[C:11]([Cl:13])[CH:12]=1)[C:3]([F:6])([F:5])[F:4].N1C=CC=CC=1C1C=CC=CN=1.[N+:28]([C:31]1[CH:41]=[C:40]([CH:42]=[CH2:43])[CH:39]=[CH:38][C:32]=1[C:33]([O:35][CH2:36][CH3:37])=[O:34])([O-:30])=[O:29]. (6) The reactants are: [F:1][C:2]([F:22])([F:21])[O:3][C:4]1[CH:20]=[CH:19][C:7]([CH2:8][O:9][C:10]2[CH:15]=[CH:14][C:13]([C:16](=O)[CH3:17])=[CH:12][CH:11]=2)=[CH:6][CH:5]=1.C([O-])(=O)C.[NH4+].C([BH3-])#[N:29].[Na+]. Given the product [F:1][C:2]([F:22])([F:21])[O:3][C:4]1[CH:20]=[CH:19][C:7]([CH2:8][O:9][C:10]2[CH:15]=[CH:14][C:13]([CH:16]([NH2:29])[CH3:17])=[CH:12][CH:11]=2)=[CH:6][CH:5]=1, predict the reactants needed to synthesize it.